From a dataset of Catalyst prediction with 721,799 reactions and 888 catalyst types from USPTO. Predict which catalyst facilitates the given reaction. (1) Reactant: [I:1][C:2]1[CH:7]=[CH:6][C:5]([C:8]([C:10]2[CH:15]=[CH:14][C:13]([O:16]C)=[CH:12][CH:11]=2)=[O:9])=[CH:4][CH:3]=1.[Al+3].[Cl-].[Cl-].[Cl-].O. Product: [OH:16][C:13]1[CH:14]=[CH:15][C:10]([C:8]([C:5]2[CH:6]=[CH:7][C:2]([I:1])=[CH:3][CH:4]=2)=[O:9])=[CH:11][CH:12]=1. The catalyst class is: 48. (2) Reactant: [CH3:1][O:2][C:3]([C:5]1([NH:15][C:16]([O:18][C:19]([CH3:22])([CH3:21])[CH3:20])=[O:17])[CH2:7][CH:6]1[CH2:8][CH2:9]OS(C)(=O)=O)=[O:4].[CH3:23][S-:24].[Na+]. Product: [CH3:1][O:2][C:3]([C:5]1([NH:15][C:16]([O:18][C:19]([CH3:20])([CH3:21])[CH3:22])=[O:17])[CH2:7][CH:6]1[CH2:8][CH2:9][S:24][CH3:23])=[O:4]. The catalyst class is: 5. (3) Reactant: FC(F)(F)C(O)=O.C(OC(=O)[NH:14][CH2:15][C:16]1[CH:21]=[CH:20][CH:19]=[C:18]([CH2:22][OH:23])[CH:17]=1)(C)(C)C. Product: [NH2:14][CH2:15][C:16]1[CH:17]=[C:18]([CH2:22][OH:23])[CH:19]=[CH:20][CH:21]=1. The catalyst class is: 4. (4) Reactant: [N+:1]([C:4]1[CH:9]=[CH:8][CH:7]=[CH:6][C:5]=1[CH2:10][C:11]([OH:13])=[O:12])([O-:3])=[O:2].OS(O)(=O)=O.[CH2:19](O)[CH3:20]. Product: [N+:1]([C:4]1[CH:9]=[CH:8][CH:7]=[CH:6][C:5]=1[CH2:10][C:11]([O:13][CH2:19][CH3:20])=[O:12])([O-:3])=[O:2]. The catalyst class is: 13. (5) Reactant: [Cl:1][C:2]1[CH:7]=[CH:6][C:5]([N:8]2[C:16]([NH:17][CH2:18][CH2:19][O:20][CH3:21])=[C:15]3[C:10]([CH:11]=[CH:12][CH:13]=[CH:14]3)=[N:9]2)=[CH:4][CH:3]=1.[CH:22]1([N:28]=[C:29]=[O:30])[CH2:27][CH2:26][CH2:25][CH2:24][CH2:23]1. Product: [Cl:1][C:2]1[CH:7]=[CH:6][C:5]([N:8]2[C:16]([N:17]([CH2:18][CH2:19][O:20][CH3:21])[C:29]([NH:28][CH:22]3[CH2:27][CH2:26][CH2:25][CH2:24][CH2:23]3)=[O:30])=[C:15]3[C:10]([CH:11]=[CH:12][CH:13]=[CH:14]3)=[N:9]2)=[CH:4][CH:3]=1. The catalyst class is: 11. (6) Reactant: [O:1]=[CH:2][C@@H:3]([C@H:5]([C@@H:7]([C@@H:9]([CH2:11][OH:12])[OH:10])[OH:8])[OH:6])[OH:4].[OH:13][C@@H]1O[C@H](CO)[C@@H](O)[C@H](O)[C@H]1O.[O:25]=[O:26]. Product: [OH:25][OH:26].[O:1]=[C:2]([OH:13])[C@@H:3]([C@H:5]([C@@H:7]([C@@H:9]([CH2:11][OH:12])[OH:10])[OH:8])[OH:6])[OH:4]. The catalyst class is: 6.